The task is: Predict the product of the given reaction.. This data is from Forward reaction prediction with 1.9M reactions from USPTO patents (1976-2016). (1) The product is: [CH2:1]([O:3][C:4]1[CH:12]=[C:11]2[C:7]([CH:8]=[CH:9][NH:10]2)=[CH:6][C:5]=1[O:13][C:14]1[CH:19]=[CH:18][N:17]=[C:16]([NH2:20])[CH:15]=1)[CH3:2]. Given the reactants [CH2:1]([O:3][C:4]1[CH:12]=[C:11]2[C:7]([CH:8]=[CH:9][NH:10]2)=[CH:6][C:5]=1[O:13][C:14]1[CH:19]=[CH:18][N:17]=[C:16]([NH:20]C(=O)C)[CH:15]=1)[CH3:2].[OH-].[Na+].O.C(OCC)(=O)C, predict the reaction product. (2) Given the reactants [CH3:1][O:2][CH2:3][CH2:4][O:5][C:6]1[CH:11]=[CH:10][C:9]([CH2:12][CH2:13][CH2:14][OH:15])=[C:8]([O:16][CH2:17][C:18]2[CH:23]=[CH:22][C:21]([C:24]([F:27])([F:26])[F:25])=[CH:20][CH:19]=2)[CH:7]=1.[CH2:28]([N:30]1[C:34]([CH2:35][CH2:36][C:37]([O:39]CC)=[O:38])=[CH:33][C:32](O)=[N:31]1)[CH3:29].C(P(CCCC)CCCC)CCC.N(C(N1CCCCC1)=O)=NC(N1CCCCC1)=O.O1CCCC1CO.[OH-].[Na+].Cl, predict the reaction product. The product is: [CH2:28]([N:30]1[C:34]([CH2:35][CH2:36][C:37]([OH:39])=[O:38])=[CH:33][C:32]([O:15][CH2:14][CH2:13][CH2:12][C:9]2[CH:10]=[CH:11][C:6]([O:5][CH2:4][CH2:3][O:2][CH3:1])=[CH:7][C:8]=2[O:16][CH2:17][C:18]2[CH:19]=[CH:20][C:21]([C:24]([F:25])([F:26])[F:27])=[CH:22][CH:23]=2)=[N:31]1)[CH3:29]. (3) Given the reactants [OH:1][C:2]1[CH:7]=[CH:6][C:5]([C:8](=[O:18])[CH:9]([C:12]2[CH:17]=[CH:16][CH:15]=[CH:14][CH:13]=2)[CH2:10][CH3:11])=[CH:4][CH:3]=1.[O:19]1[CH:24]=[CH:23][CH2:22][CH2:21][CH2:20]1.[Cl-].[Cl-].[Ca+2], predict the reaction product. The product is: [C:12]1([CH:9]([CH2:10][CH3:11])[C:8]([C:5]2[CH:4]=[CH:3][C:2]([O:1][CH:20]3[CH2:21][CH2:22][CH2:23][CH2:24][O:19]3)=[CH:7][CH:6]=2)=[O:18])[CH:13]=[CH:14][CH:15]=[CH:16][CH:17]=1. (4) Given the reactants C([O:5][C:6](=[O:20])[C:7]([S:10][C:11]1[S:12][CH:13]=[C:14]([CH2:16][C:17](O)=O)[N:15]=1)([CH3:9])[CH3:8])(C)(C)C.[NH2:21][C:22]1[CH:27]=[CH:26][CH:25]=[CH:24][N:23]=1.F[C:29](F)(F)[C:30](O)=O, predict the reaction product. The product is: [CH2:24]([N:21]([C:22]1[CH:27]=[CH:26][CH:25]=[CH:24][N:23]=1)[CH2:17][CH2:16][C:14]1[N:15]=[C:11]([S:10][C:7]([CH3:8])([CH3:9])[C:6]([OH:5])=[O:20])[S:12][CH:13]=1)[CH2:25][CH2:26][CH2:27][CH2:22][CH2:29][CH3:30]. (5) Given the reactants Cl[C:2]1[CH:7]=[CH:6][N:5]=[C:4]([NH2:8])[C:3]=1I.[NH2:10][C:11]1[CH:12]=[C:13]([OH:17])[CH:14]=[CH:15][CH:16]=1.[O:18]([C:25]1[CH:30]=[CH:29][C:28](B(O)O)=[CH:27][CH:26]=1)[C:19]1[CH:24]=[CH:23][CH:22]=[CH:21][CH:20]=1.Cl.[CH3:35][N:36]([CH3:43])[CH2:37]/[CH:38]=[CH:39]/[C:40](O)=[O:41], predict the reaction product. The product is: [NH2:8][C:4]1[C:3]([C:22]2[CH:23]=[CH:24][C:19]([O:18][C:25]3[CH:30]=[CH:29][CH:28]=[CH:27][CH:26]=3)=[CH:20][CH:21]=2)=[C:2]([O:17][C:13]2[CH:12]=[C:11]([NH:10][C:40](=[O:41])/[CH:39]=[CH:38]/[CH2:37][N:36]([CH3:43])[CH3:35])[CH:16]=[CH:15][CH:14]=2)[CH:7]=[CH:6][N:5]=1. (6) Given the reactants C(O[C:5](=[O:7])[CH3:6])(=O)C.Cl.[NH2:9][CH2:10][C:11]1[CH:12]=[C:13]([B:17]([OH:19])[OH:18])[CH:14]=[CH:15][CH:16]=1.CCN(C(C)C)C(C)C, predict the reaction product. The product is: [C:5]([NH:9][CH2:10][C:11]1[CH:12]=[C:13]([B:17]([OH:19])[OH:18])[CH:14]=[CH:15][CH:16]=1)(=[O:7])[CH3:6]. (7) Given the reactants [C:1]([O:5][C:6]([N:8]1[CH2:13][CH2:12][N:11]([C:14](=[O:26])[C:15]2[CH:20]=[CH:19][C:18](Br)=[CH:17][C:16]=2[S:22]([CH3:25])(=[O:24])=[O:23])[CH2:10][CH2:9]1)=[O:7])([CH3:4])([CH3:3])[CH3:2].[O:27]=[C:28]1[NH:32][C@H:31]([CH2:33][O:34][C:35](=[O:42])[C:36]2[CH:41]=[CH:40][CH:39]=[CH:38][CH:37]=2)[CH2:30][O:29]1, predict the reaction product. The product is: [C:1]([O:5][C:6]([N:8]1[CH2:13][CH2:12][N:11]([C:14](=[O:26])[C:15]2[CH:20]=[CH:19][C:18]([N:32]3[C@H:31]([CH2:33][O:34][C:35](=[O:42])[C:36]4[CH:41]=[CH:40][CH:39]=[CH:38][CH:37]=4)[CH2:30][O:29][C:28]3=[O:27])=[CH:17][C:16]=2[S:22]([CH3:25])(=[O:24])=[O:23])[CH2:10][CH2:9]1)=[O:7])([CH3:4])([CH3:3])[CH3:2]. (8) Given the reactants [CH3:1][O:2][C:3]1[CH:22]=[CH:21][C:6]([CH2:7][C@@H:8]2[C:12]3=[N:13][C:14]4[CH:19]=[CH:18][CH:17]=[CH:16][C:15]=4[N:11]3[C:10](=[O:20])[NH:9]2)=[CH:5][CH:4]=1.[NH:23]1[CH2:27][CH2:26][CH:25]2[CH2:28][N:29]([C:31]([O:33][C:34]([CH3:37])([CH3:36])[CH3:35])=[O:32])[CH2:30][CH:24]12.C(O)(C(F)(F)F)=O, predict the reaction product. The product is: [NH:13]1[C:14]2[CH:19]=[CH:18][CH:17]=[CH:16][C:15]=2[N:11]=[C:12]1[C@H:8]([NH:9][C:10]([N:23]1[CH2:27][CH2:26][CH:25]2[CH2:28][N:29]([C:31]([O:33][C:34]([CH3:37])([CH3:36])[CH3:35])=[O:32])[CH2:30][CH:24]12)=[O:20])[CH2:7][C:6]1[CH:21]=[CH:22][C:3]([O:2][CH3:1])=[CH:4][CH:5]=1.